Dataset: Forward reaction prediction with 1.9M reactions from USPTO patents (1976-2016). Task: Predict the product of the given reaction. (1) The product is: [Cl:1][C:2]1[CH:7]=[C:6]([O:8][CH3:9])[CH:5]=[CH:4][C:3]=1[C:10]1[NH:11][C:12]2[C:17]([CH:18]=1)=[CH:16][C:15]([C:19]1[CH:26]=[CH:25][C:22]([C:23]#[N:24])=[CH:21][C:20]=1[CH3:27])=[CH:14][CH:13]=2. Given the reactants [Cl:1][C:2]1[CH:7]=[C:6]([O:8][CH3:9])[CH:5]=[CH:4][C:3]=1[C:10]1[N:11](S(C(F)(F)F)(=O)=O)[C:12]2[C:17]([CH:18]=1)=[CH:16][C:15]([C:19]1[CH:26]=[CH:25][C:22]([C:23]#[N:24])=[CH:21][C:20]=1[CH3:27])=[CH:14][CH:13]=2.C([O-])([O-])=O.[K+].[K+], predict the reaction product. (2) Given the reactants Cl[C:2]1[N:3]=[C:4]([N:21]2[CH2:26][CH2:25][O:24][CH2:23][CH2:22]2)[C:5]2[S:10][C:9]([CH2:11][N:12]3[CH2:17][CH2:16][CH:15]([N:18]([CH3:20])[CH3:19])[CH2:14][CH2:13]3)=[CH:8][C:6]=2[N:7]=1.[NH:27]1[C:35]2[C:30](=[CH:31][CH:32]=[CH:33][CH:34]=2)[CH2:29][CH2:28]1.C1(C)C=CC(S(O)(=O)=O)=CC=1, predict the reaction product. The product is: [N:27]1([C:2]2[N:3]=[C:4]([N:21]3[CH2:26][CH2:25][O:24][CH2:23][CH2:22]3)[C:5]3[S:10][C:9]([CH2:11][N:12]4[CH2:17][CH2:16][CH:15]([N:18]([CH3:20])[CH3:19])[CH2:14][CH2:13]4)=[CH:8][C:6]=3[N:7]=2)[C:35]2[C:30](=[CH:31][CH:32]=[CH:33][CH:34]=2)[CH2:29][CH2:28]1. (3) Given the reactants C(#N)C.C(=O)([O-])[O-].[K+].[K+].[Cl:10][C:11]1[S:15][C:14]([C:16]2[C:20](B3OC(C)(C)C(C)(C)O3)=[CH:19][N:18]([CH2:30][CH:31]([CH3:33])[CH3:32])[N:17]=2)=[CH:13][CH:12]=1.[NH2:34][C:35]1[CH:40]=[C:39](Cl)[N:38]=[CH:37][N:36]=1, predict the reaction product. The product is: [Cl:10][C:11]1[S:15][C:14]([C:16]2[C:20]([C:39]3[N:38]=[CH:37][N:36]=[C:35]([NH2:34])[CH:40]=3)=[CH:19][N:18]([CH2:30][CH:31]([CH3:32])[CH3:33])[N:17]=2)=[CH:13][CH:12]=1. (4) The product is: [F:64][C:32]1[CH:33]=[CH:34][CH:35]=[CH:36][C:31]=1[CH2:30][NH:37][C:27]([C:26]1[C:20]2[NH:19][C:18]([C:12]3[C:13](=[O:17])[NH:14][CH:15]=[CH:16][C:11]=3[NH:10][CH2:9][CH2:8][C:4]3[CH:5]=[CH:6][CH:7]=[C:2]([Cl:1])[CH:3]=3)=[N:22][C:21]=2[CH:23]=[CH:24][CH:25]=1)=[O:28]. Given the reactants [Cl:1][C:2]1[CH:3]=[C:4]([CH2:8][CH2:9][NH:10][C:11]2[CH:16]=[CH:15][NH:14][C:13](=[O:17])[C:12]=2[C:18]2[NH:19][C:20]3[C:26]([C:27](O)=[O:28])=[CH:25][CH:24]=[CH:23][C:21]=3[N:22]=2)[CH:5]=[CH:6][CH:7]=1.[CH2:30]([NH2:37])[C:31]1[CH:36]=[CH:35][CH:34]=[CH:33][CH:32]=1.CCN(C(C)C)C(C)C.CN(C(ON1N=NC2C=CC=NC1=2)=[N+](C)C)C.[F:64][P-](F)(F)(F)(F)F.FC1C=C(C=CC=1)CNC(C1C2NC(C3C(=O)NC=CC=3NC[C@@H](O)C3C=CC=CC=3)=NC=2C=CC=1)=O, predict the reaction product. (5) Given the reactants [C:1]1([CH2:11][C@@H:12]([C:14]([OH:16])=[O:15])[NH2:13])[C:10]2[C:5](=[CH:6][CH:7]=[CH:8][CH:9]=2)[CH:4]=[CH:3][CH:2]=1.[NH2:17][C@H:18]([C:22]([O:24][CH2:25][CH:26]=[CH2:27])=[O:23])[CH:19]([CH3:21])[CH3:20].[NH:28]([C:41]([O:43][CH2:44][C:45]1[CH:50]=[CH:49][CH:48]=[CH:47][CH:46]=1)=[O:42])[C@H:29]([C:38]([OH:40])=[O:39])[CH2:30][C:31](=[O:37])[O:32][C:33]([CH3:36])([CH3:35])[CH3:34].CN1CCOCC1.C(Cl)CCl, predict the reaction product. The product is: [NH:28]([C:41]([O:43][CH2:44][C:45]1[CH:50]=[CH:49][CH:48]=[CH:47][CH:46]=1)=[O:42])[C@H:29]([C:38]([OH:40])=[O:39])[CH2:30][C:31](=[O:37])[O:32][C:33]([CH3:36])([CH3:35])[CH3:34].[C:1]1([CH2:11][C@@H:12]([C:14]([OH:16])=[O:15])[NH2:13])[C:10]2[C:5](=[CH:6][CH:7]=[CH:8][CH:9]=2)[CH:4]=[CH:3][CH:2]=1.[NH2:17][C@H:18]([C:22]([O:24][CH2:25][CH:26]=[CH2:27])=[O:23])[CH:19]([CH3:21])[CH3:20]. (6) Given the reactants [F:1][C:2]([F:8])([F:7])[S:3]([O-:6])(=[O:5])=[O:4].[Cl:9][C:10]1[CH:15]=[CH:14][C:13]([N+:16]([CH3:19])([CH3:18])[CH3:17])=[CH:12][C:11]=1[C:20]([O:22]C)=[O:21].FC(F)(F)C(O)=O, predict the reaction product. The product is: [F:1][C:2]([F:8])([F:7])[S:3]([O-:6])(=[O:5])=[O:4].[C:20]([C:11]1[CH:12]=[C:13]([N+:16]([CH3:19])([CH3:18])[CH3:17])[CH:14]=[CH:15][C:10]=1[Cl:9])([OH:22])=[O:21].